This data is from Catalyst prediction with 721,799 reactions and 888 catalyst types from USPTO. The task is: Predict which catalyst facilitates the given reaction. (1) Reactant: [OH:1][C:2]1[CH:3]=[C:4]([C:15]([O:17][CH3:18])=[O:16])[CH:5]=[C:6]([C:8]2[CH:13]=[CH:12][C:11]([CH3:14])=[CH:10][CH:9]=2)[CH:7]=1.C1(P(C2C=CC=CC=2)C2C=CC=CC=2)C=CC=CC=1.O[CH:39]1[CH2:43][CH2:42][O:41][CH2:40]1.N(C(OC(C)C)=O)=NC(OC(C)C)=O. Product: [CH3:14][C:11]1[CH:10]=[CH:9][C:8]([C:6]2[CH:7]=[C:2]([O:1][CH:39]3[CH2:43][CH2:42][O:41][CH2:40]3)[CH:3]=[C:4]([C:15]([O:17][CH3:18])=[O:16])[CH:5]=2)=[CH:13][CH:12]=1. The catalyst class is: 2. (2) Reactant: [C:1]1([CH:7]([C:30]2[CH:35]=[CH:34][CH:33]=[CH:32][CH:31]=2)[N:8]2[C:16]3[C:11](=[N:12][CH:13]=[CH:14][CH:15]=3)[C:10](O)([C:17]3[C:26]([OH:27])=[CH:25][C:20]4[O:21][CH2:22][CH2:23][O:24][C:19]=4[CH:18]=3)[C:9]2=[O:29])[CH:6]=[CH:5][CH:4]=[CH:3][CH:2]=1.C([SiH](CC)CC)C.FC(F)(F)C(O)=O. Product: [C:30]1([CH:7]([C:1]2[CH:2]=[CH:3][CH:4]=[CH:5][CH:6]=2)[N:8]2[C:16]3[C:11](=[N:12][CH:13]=[CH:14][CH:15]=3)[CH:10]([C:17]3[C:26]([OH:27])=[CH:25][C:20]4[O:21][CH2:22][CH2:23][O:24][C:19]=4[CH:18]=3)[C:9]2=[O:29])[CH:31]=[CH:32][CH:33]=[CH:34][CH:35]=1. The catalyst class is: 4. (3) Reactant: [NH:1]1[C:9]2[CH:8]=[CH:7][CH:6]=[C:5]3[CH2:10][NH:11][CH2:12][CH2:13][C:3]([C:4]=23)=[CH:2]1.N1C2C=CC=C3CNCCC(C=23)C1.[C:27](O[C:27]([O:29][C:30]([CH3:33])([CH3:32])[CH3:31])=[O:28])([O:29][C:30]([CH3:33])([CH3:32])[CH3:31])=[O:28]. Product: [NH:1]1[C:9]2[CH:8]=[CH:7][CH:6]=[C:5]3[CH2:10][N:11]([C:27]([O:29][C:30]([CH3:33])([CH3:32])[CH3:31])=[O:28])[CH2:12][CH2:13][C:3]([C:4]=23)=[CH:2]1. The catalyst class is: 2.